From a dataset of CYP2D6 inhibition data for predicting drug metabolism from PubChem BioAssay. Regression/Classification. Given a drug SMILES string, predict its absorption, distribution, metabolism, or excretion properties. Task type varies by dataset: regression for continuous measurements (e.g., permeability, clearance, half-life) or binary classification for categorical outcomes (e.g., BBB penetration, CYP inhibition). Dataset: cyp2d6_veith. (1) The drug is Cc1ccc(OCCCC(=O)NCc2ccco2)cc1. The result is 0 (non-inhibitor). (2) The drug is Cc1ccc(C2CC(=O)C(C=NCCN3CCN(C(=O)Cc4ccccc4)CC3)=C(O)C2)cc1. The result is 0 (non-inhibitor).